The task is: Regression. Given a peptide amino acid sequence and an MHC pseudo amino acid sequence, predict their binding affinity value. This is MHC class I binding data.. This data is from Peptide-MHC class I binding affinity with 185,985 pairs from IEDB/IMGT. (1) The peptide sequence is GFPSLESSF. The MHC is HLA-B08:02 with pseudo-sequence HLA-B08:02. The binding affinity (normalized) is 0.0847. (2) The peptide sequence is TAYALAVL. The MHC is H-2-Kb with pseudo-sequence H-2-Kb. The binding affinity (normalized) is 0.848. (3) The peptide sequence is IDYRHYSASF. The binding affinity (normalized) is 0.0428. The MHC is HLA-B18:01 with pseudo-sequence HLA-B18:01. (4) The peptide sequence is FPFKYAAAF. The MHC is HLA-A02:01 with pseudo-sequence HLA-A02:01. The binding affinity (normalized) is 0.0425. (5) The peptide sequence is KHTEEAKQI. The MHC is Mamu-B1001 with pseudo-sequence Mamu-B1001. The binding affinity (normalized) is 0.0160. (6) The peptide sequence is LLQGVPFHV. The MHC is HLA-A24:03 with pseudo-sequence HLA-A24:03. The binding affinity (normalized) is 0.0847. (7) The binding affinity (normalized) is 0.00420. The MHC is HLA-B40:02 with pseudo-sequence HLA-B40:02. The peptide sequence is RYPLTLGW. (8) The peptide sequence is NLTETFRDY. The MHC is HLA-A11:01 with pseudo-sequence HLA-A11:01. The binding affinity (normalized) is 0. (9) The peptide sequence is MIDSDEWVY. The MHC is HLA-A29:02 with pseudo-sequence HLA-A29:02. The binding affinity (normalized) is 0.0847. (10) The peptide sequence is AETESATLF. The MHC is HLA-A02:19 with pseudo-sequence HLA-A02:19. The binding affinity (normalized) is 0.0847.